From a dataset of Catalyst prediction with 721,799 reactions and 888 catalyst types from USPTO. Predict which catalyst facilitates the given reaction. Reactant: [F:1][C:2]([F:14])([F:13])[C:3]1[CH:4]=[C:5]2[C:10](=[CH:11][CH:12]=1)[CH2:9][NH:8][CH2:7][CH2:6]2.[CH:15]([C:17]1[CH:22]=[CH:21][C:20]([CH:23]([NH:25][C:26](=[O:28])[CH3:27])[CH3:24])=[CH:19][CH:18]=1)=O.CC(O)=O.C(O[BH-](OC(=O)C)OC(=O)C)(=O)C.[Na+]. Product: [F:14][C:2]([F:1])([F:13])[C:3]1[CH:4]=[C:5]2[C:10](=[CH:11][CH:12]=1)[CH2:9][N:8]([CH2:15][C:17]1[CH:18]=[CH:19][C:20]([CH:23]([NH:25][C:26](=[O:28])[CH3:27])[CH3:24])=[CH:21][CH:22]=1)[CH2:7][CH2:6]2. The catalyst class is: 1.